Dataset: Catalyst prediction with 721,799 reactions and 888 catalyst types from USPTO. Task: Predict which catalyst facilitates the given reaction. (1) Reactant: [F:1][CH:2]([F:13])[C:3]1[CH:8]=[CH:7][CH:6]=[C:5]([N+:9]([O-])=O)[C:4]=1[F:12].[NH4+].[Cl-].CCO. Product: [F:13][CH:2]([F:1])[C:3]1[C:4]([F:12])=[C:5]([CH:6]=[CH:7][CH:8]=1)[NH2:9]. The catalyst class is: 150. (2) Reactant: [CH2:1]([S:3]([C:6]1[CH:11]=[CH:10][CH:9]=[CH:8][C:7]=1[C:12](=[O:14])[CH3:13])(=[O:5])=[O:4])[CH3:2].[Br-:15].[Br-].[Br-].C1([N+](C)(C)C)C=CC=CC=1.C1([N+](C)(C)C)C=CC=CC=1.C1([N+](C)(C)C)C=CC=CC=1.S([O-])([O-])(=O)=S.[Na+].[Na+]. Product: [Br:15][CH2:13][C:12]([C:7]1[CH:8]=[CH:9][CH:10]=[CH:11][C:6]=1[S:3]([CH2:1][CH3:2])(=[O:5])=[O:4])=[O:14]. The catalyst class is: 1. (3) Reactant: [C:1]([C:4]1[CH:9]=[CH:8][C:7]([S:10]([NH:13][C:14]([CH3:17])([CH3:16])[CH3:15])(=[O:12])=[O:11])=[C:6]([Cl:18])[C:5]=1[Cl:19])(=[O:3])[CH3:2].[C:20](OCC)(=[O:26])[C:21]([O:23][CH2:24][CH3:25])=[O:22]. Product: [C:14]([NH:13][S:10]([C:7]1[CH:8]=[CH:9][C:4]([C:1](=[O:3])[CH2:2][C:20](=[O:26])[C:21]([O:23][CH2:24][CH3:25])=[O:22])=[C:5]([Cl:19])[C:6]=1[Cl:18])(=[O:12])=[O:11])([CH3:15])([CH3:17])[CH3:16]. The catalyst class is: 14. (4) Reactant: [CH3:1][O:2][C:3]1[CH:4]=[C:5]([NH:11][C:12]2[N:17]=[C:16]([N:18]3[C:22]([CH3:23])=[CH:21][C:20]([C:24]([F:27])([F:26])[F:25])=[N:19]3)[C:15]([C:28]3[CH:29]=[C:30]([C:36](O)=[O:37])[C:31]([O:34][CH3:35])=[N:32][CH:33]=3)=[CH:14][N:13]=2)[CH:6]=[C:7]([O:9][CH3:10])[CH:8]=1.[CH3:39][C:40]1[C:44]([S:45]([NH2:48])(=[O:47])=[O:46])=[C:43]([CH3:49])[O:42][N:41]=1.C(N(CC)CC)C.[I-].ClC1C=CC=C[N+]=1C. Product: [CH3:10][O:9][C:7]1[CH:6]=[C:5]([NH:11][C:12]2[N:17]=[C:16]([N:18]3[C:22]([CH3:23])=[CH:21][C:20]([C:24]([F:25])([F:27])[F:26])=[N:19]3)[C:15]([C:28]3[CH:29]=[C:30]([C:36]([NH:48][S:45]([C:44]4[C:40]([CH3:39])=[N:41][O:42][C:43]=4[CH3:49])(=[O:46])=[O:47])=[O:37])[C:31]([O:34][CH3:35])=[N:32][CH:33]=3)=[CH:14][N:13]=2)[CH:4]=[C:3]([O:2][CH3:1])[CH:8]=1. The catalyst class is: 172.